Dataset: Full USPTO retrosynthesis dataset with 1.9M reactions from patents (1976-2016). Task: Predict the reactants needed to synthesize the given product. (1) Given the product [NH2:25][C:21]1[CH:20]=[C:19]([C@H:12]([N:11]([CH3:28])[C:9](=[O:10])[CH:8]([C:29]2[CH:34]=[CH:33][C:32]([Cl:35])=[CH:31][CH:30]=2)[C:5]2[CH:6]=[CH:7][C:2]([Cl:1])=[CH:3][CH:4]=2)[CH2:13][N:14]2[CH2:15][CH2:16][CH2:17][CH2:18]2)[CH:24]=[CH:23][CH:22]=1, predict the reactants needed to synthesize it. The reactants are: [Cl:1][C:2]1[CH:7]=[CH:6][C:5]([CH:8]([C:29]2[CH:34]=[CH:33][C:32]([Cl:35])=[CH:31][CH:30]=2)[C:9]([N:11]([CH3:28])[C@@H:12]([C:19]2[CH:24]=[CH:23][CH:22]=[C:21]([N+:25]([O-])=O)[CH:20]=2)[CH2:13][N:14]2[CH2:18][CH2:17][CH2:16][CH2:15]2)=[O:10])=[CH:4][CH:3]=1. (2) Given the product [F:15][C:16]([F:21])([F:20])[C:17]([O:19][C:9]1([CH2:8][C:5]2[CH:6]=[CH:7][C:2]([Br:1])=[CH:3][CH:4]=2)[CH2:10][CH2:11][CH2:12][CH2:13][CH2:14]1)=[O:18], predict the reactants needed to synthesize it. The reactants are: [Br:1][C:2]1[CH:7]=[CH:6][C:5]([CH:8]=[C:9]2[CH2:14][CH2:13][CH2:12][CH2:11][CH2:10]2)=[CH:4][CH:3]=1.[F:15][C:16]([F:21])([F:20])[C:17]([OH:19])=[O:18]. (3) Given the product [CH2:1]([C:8]1[C:9]([I:20])=[N:10][C:11]2[C:16]([CH:17]=1)=[CH:15][CH:14]=[C:13]([Cl:18])[CH:12]=2)[C:2]1[CH:7]=[CH:6][CH:5]=[CH:4][CH:3]=1, predict the reactants needed to synthesize it. The reactants are: [CH2:1]([C:8]1[C:9](Cl)=[N:10][C:11]2[C:16]([CH:17]=1)=[CH:15][CH:14]=[C:13]([Cl:18])[CH:12]=2)[C:2]1[CH:7]=[CH:6][CH:5]=[CH:4][CH:3]=1.[I-:20].[Na+].I. (4) Given the product [O:2]([CH2:9][CH2:10][CH2:11][CH2:12][S:13]([Cl:19])(=[O:16])=[O:14])[C:3]1[CH:8]=[CH:7][CH:6]=[CH:5][CH:4]=1.[Na+:1].[O:2]([CH2:9][CH2:10][CH2:11][CH2:12][S:13]([O-:16])(=[O:14])=[O:15])[C:3]1[CH:4]=[CH:5][CH:6]=[CH:7][CH:8]=1, predict the reactants needed to synthesize it. The reactants are: [Na+:1].[O:2]([CH2:9][CH2:10][CH2:11][CH2:12][S:13]([O-:16])(=[O:15])=[O:14])[C:3]1[CH:8]=[CH:7][CH:6]=[CH:5][CH:4]=1.S(Cl)([Cl:19])=O.CN(C=O)C. (5) Given the product [CH3:32][N:31]([C:14]1[CH:15]=[CH:16][C:17]([NH:20][C:21]([NH:23][C:24]2[CH:25]=[CH:26][CH:27]=[CH:28][CH:29]=2)=[O:22])=[CH:18][CH:19]=1)[S:9]([C:5]1[CH:6]=[CH:7][CH:8]=[C:3]([O:2][CH3:1])[CH:4]=1)(=[O:11])=[O:10], predict the reactants needed to synthesize it. The reactants are: [CH3:1][O:2][C:3]1[CH:4]=[C:5]([S:9](Cl)(=[O:11])=[O:10])[CH:6]=[CH:7][CH:8]=1.C[C:14]1[CH:19]=[CH:18][C:17]([NH:20][C:21]([NH:23][C:24]2[CH:29]=[CH:28][CH:27]=[CH:26][CH:25]=2)=[O:22])=[C:16](N)[CH:15]=1.[N:31]1C=CC=C[CH:32]=1. (6) Given the product [CH3:17][C:16]1[C:12]([NH:11][S:7]([C:5]2[S:6][C:2]([CH3:1])=[CH:3][CH:4]=2)(=[O:9])=[O:8])=[N:13][O:14][C:15]=1[CH3:18], predict the reactants needed to synthesize it. The reactants are: [CH3:1][C:2]1[S:6][C:5]([S:7](Cl)(=[O:9])=[O:8])=[CH:4][CH:3]=1.[NH2:11][C:12]1[C:16]([CH3:17])=[C:15]([CH3:18])[O:14][N:13]=1.Cl. (7) Given the product [F:39][C:40]([F:53])([F:54])[C:41]1[CH:42]=[C:43]([CH:46]=[C:47]([C:49]([F:52])([F:50])[F:51])[CH:48]=1)[CH2:44][N:11]([C:12]1[N:13]=[N:14][N:15]([CH3:17])[N:16]=1)[C@H:10]1[CH2:9][CH2:8][CH2:7][N:6]([C:18]([O:20][CH2:21][C:22]2[CH:27]=[CH:26][CH:25]=[CH:24][CH:23]=2)=[O:19])[C:5]2[C:28]([CH3:30])=[CH:29][C:2]([CH3:1])=[CH:3][C:4]1=2, predict the reactants needed to synthesize it. The reactants are: [CH3:1][C:2]1[CH:29]=[C:28]([CH3:30])[C:5]2[N:6]([C:18]([O:20][CH2:21][C:22]3[CH:27]=[CH:26][CH:25]=[CH:24][CH:23]=3)=[O:19])[CH2:7][CH2:8][CH2:9][C@H:10]([NH:11][C:12]3[N:13]=[N:14][N:15]([CH3:17])[N:16]=3)[C:4]=2[CH:3]=1.[H-].[Na+].CC(C)([O-])C.[K+].[F:39][C:40]([F:54])([F:53])[C:41]1[CH:42]=[C:43]([CH:46]=[C:47]([C:49]([F:52])([F:51])[F:50])[CH:48]=1)[CH2:44]Br. (8) Given the product [CH2:9]([O:16][C:17]1[CH:18]=[C:19]([NH:20][C:2]2[N:7]=[CH:6][C:5]([Br:8])=[CH:4][N:3]=2)[CH:21]=[CH:22][CH:23]=1)[C:10]1[CH:11]=[CH:12][CH:13]=[CH:14][CH:15]=1, predict the reactants needed to synthesize it. The reactants are: Cl[C:2]1[N:7]=[CH:6][C:5]([Br:8])=[CH:4][N:3]=1.[CH2:9]([O:16][C:17]1[CH:18]=[C:19]([CH:21]=[CH:22][CH:23]=1)[NH2:20])[C:10]1[CH:15]=[CH:14][CH:13]=[CH:12][CH:11]=1. (9) Given the product [CH3:9][O:12][Na:13].[P:24]([C:31]1[CH:32]=[CH:33][CH:34]=[CH:35][CH:36]=1)([C:37]1[CH:42]=[CH:41][CH:40]=[CH:39][CH:38]=1)[C:25]1[CH:26]=[CH:27][CH:28]=[CH:29][CH:30]=1.[BrH:8], predict the reactants needed to synthesize it. The reactants are: C1C=CC(C[Br:8])=CC=1.[C:9]([O-:12])(O)=O.[Na+:13].[BH4-].[Na+].[OH-].[Na+].C([O-])([O-])=O.[K+].[K+].[P:24]([C:37]1[CH:42]=[CH:41][CH:40]=[CH:39][CH:38]=1)([C:31]1[CH:36]=[CH:35][CH:34]=[CH:33][CH:32]=1)[C:25]1[CH:30]=[CH:29][CH:28]=[CH:27][CH:26]=1.Br.